From a dataset of Catalyst prediction with 721,799 reactions and 888 catalyst types from USPTO. Predict which catalyst facilitates the given reaction. (1) Reactant: [CH3:1][CH:2](/[CH:4]=[CH:5]/[CH2:6][CH2:7][CH2:8][CH2:9][C:10]([NH:12][CH2:13][C:14]1[CH:15]=[CH:16][C:17]([OH:22])=[C:18]([O:20][CH3:21])[CH:19]=1)=[O:11])[CH3:3].ClC([O:26][CH:27]1[CH:32]([CH:33]([CH3:35])[CH3:34])[CH2:31][CH2:30][CH:29]([CH3:36])[CH2:28]1)=O.C(N(CC)CC)C. Product: [CH3:3][CH:2](/[CH:4]=[CH:5]/[CH2:6][CH2:7][CH2:8][CH2:9][C:10]([NH:12][CH2:13][C:14]1[CH:15]=[CH:16][C:17]([OH:22])=[C:18]([O:20][CH3:21])[CH:19]=1)=[O:11])[CH3:1].[CH3:36][C@H:29]1[CH2:28][C@@H:27]([OH:26])[C@H:32]([CH:33]([CH3:35])[CH3:34])[CH2:31][CH2:30]1. The catalyst class is: 4. (2) Reactant: [OH:1][CH2:2][C:3]1[N:4]=[C:5]2[C:10]([N:11]3[CH2:16][CH2:15][O:14][CH2:13][CH2:12]3)=[CH:9][CH:8]=[N:7][N:6]2[C:17]=1[C:18]1[CH:19]=[CH:20][C:21]([N:24]2[CH2:29][CH2:28][N:27]([C:30]([O:32][C:33]([CH3:36])([CH3:35])[CH3:34])=[O:31])[CH2:26][CH2:25]2)=[N:22][CH:23]=1.CC(OI1(OC(C)=O)(OC(C)=O)OC(=O)C2C=CC=CC1=2)=O. Product: [CH:2]([C:3]1[N:4]=[C:5]2[C:10]([N:11]3[CH2:16][CH2:15][O:14][CH2:13][CH2:12]3)=[CH:9][CH:8]=[N:7][N:6]2[C:17]=1[C:18]1[CH:19]=[CH:20][C:21]([N:24]2[CH2:25][CH2:26][N:27]([C:30]([O:32][C:33]([CH3:36])([CH3:35])[CH3:34])=[O:31])[CH2:28][CH2:29]2)=[N:22][CH:23]=1)=[O:1]. The catalyst class is: 2. (3) Reactant: Br[C:2]1[CH:3]=[C:4]([N+:9]([O-:11])=[O:10])[C:5]([NH2:8])=[N:6][CH:7]=1.[CH3:12][CH:13]1[CH2:18][CH2:17][N:16]([C:19]([N:21]2[CH2:27][C:26]3[CH:28]=[C:29](B(O)O)[CH:30]=[CH:31][C:25]=3[O:24][CH2:23][CH2:22]2)=[O:20])[CH2:15][CH2:14]1.C(=O)(O)[O-].[K+].CCN(C(C)C)C(C)C. Product: [CH3:12][CH:13]1[CH2:18][CH2:17][N:16]([C:19]([N:21]2[CH2:27][C:26]3[CH:28]=[C:29]([C:2]4[CH:3]=[C:4]([N+:9]([O-:11])=[O:10])[C:5]([NH2:8])=[N:6][CH:7]=4)[CH:30]=[CH:31][C:25]=3[O:24][CH2:23][CH2:22]2)=[O:20])[CH2:15][CH2:14]1. The catalyst class is: 287. (4) Reactant: Cl[C:2]1[N:7]=[N:6][C:5]([NH2:8])=[CH:4][CH:3]=1.CC1(C)C(C)(C)OB([C:17]2[CH:18]=[C:19]([CH:24]=[CH:25][CH:26]=2)[C:20]([O:22][CH3:23])=[O:21])O1.CC(C1C=C(C(C)C)C(C2C=CC=CC=2P(C2CCCCC2)C2CCCCC2)=C(C(C)C)C=1)C.C([O-])([O-])=O.[Na+].[Na+]. Product: [NH2:8][C:5]1[N:6]=[N:7][C:2]([C:17]2[CH:18]=[C:19]([CH:24]=[CH:25][CH:26]=2)[C:20]([O:22][CH3:23])=[O:21])=[CH:3][CH:4]=1. The catalyst class is: 333.